This data is from Reaction yield outcomes from USPTO patents with 853,638 reactions. The task is: Predict the reaction yield, written as a fraction of the theoretical maximum amount of product (1.0 means a 100% yield; for example, 0.34 means a 34% yield). The reactants are [Br:1][C:2]1[CH:3]=[N:4][C:5]2[N:6]([N:8]=[CH:9][C:10]=2[C:11]2[C:20]3[C:15](=[CH:16][CH:17]=[CH:18][CH:19]=3)[N+:14]([O-])=[CH:13][CH:12]=2)[CH:7]=1.O(Cl)[Cl:23].[P+5].C(=O)(O)[O-].[Na+]. The catalyst is C1(C)C=CC=CC=1. The product is [Br:1][C:2]1[CH:3]=[N:4][C:5]2[N:6]([N:8]=[CH:9][C:10]=2[C:11]2[C:20]3[C:15](=[CH:16][CH:17]=[CH:18][CH:19]=3)[N:14]=[C:13]([Cl:23])[CH:12]=2)[CH:7]=1. The yield is 0.950.